From a dataset of Catalyst prediction with 721,799 reactions and 888 catalyst types from USPTO. Predict which catalyst facilitates the given reaction. (1) Reactant: [O:1]=[C:2]1[CH2:7][N:6]([C:8]([N:10]2[CH2:14][CH2:13][C:12]3([CH2:19][CH2:18][N:17]([C:20]4[CH:25]=[CH:24][N:23]=[CH:22][CH:21]=4)[CH2:16][CH2:15]3)[CH2:11]2)=[O:9])[CH2:5][CH2:4][N:3]1[CH2:26][CH2:27][C:28]([O:30]CC)=[O:29].[OH-].[Na+]. The catalyst class is: 12. Product: [O:1]=[C:2]1[CH2:7][N:6]([C:8]([N:10]2[CH2:14][CH2:13][C:12]3([CH2:19][CH2:18][N:17]([C:20]4[CH:21]=[CH:22][N:23]=[CH:24][CH:25]=4)[CH2:16][CH2:15]3)[CH2:11]2)=[O:9])[CH2:5][CH2:4][N:3]1[CH2:26][CH2:27][C:28]([OH:30])=[O:29]. (2) Reactant: C(=O)([O-])[O-].[Cs+].[Cs+].[CH3:7][C:8]1[CH:9]=[C:10]([C:13]([O:15][CH2:16][CH3:17])=[O:14])[NH:11][CH:12]=1.Br[CH2:19][C:20]1[CH:25]=[C:24]([Cl:26])[CH:23]=[CH:22][C:21]=1[N+:27]([O-:29])=[O:28]. Product: [Cl:26][C:24]1[CH:23]=[CH:22][C:21]([N+:27]([O-:29])=[O:28])=[C:20]([CH:25]=1)[CH2:19][N:11]1[CH:12]=[C:8]([CH3:7])[CH:9]=[C:10]1[C:13]([O:15][CH2:16][CH3:17])=[O:14]. The catalyst class is: 3. (3) Reactant: [Cl:1][C:2]1[CH:3]=[C:4]([C@@H:12]([CH2:24][CH:25]2[CH2:29][CH2:28][CH2:27][CH2:26]2)[C:13]([NH:15][C:16]2[CH:21]=[N:20][C:19]([S:22][CH3:23])=[CH:18][N:17]=2)=[O:14])[CH:5]=[CH:6][C:7]=1[S:8]([CH3:11])(=[O:10])=[O:9].[Na].I([O-])(=O)(=O)=[O:32]. Product: [Cl:1][C:2]1[CH:3]=[C:4]([C@@H:12]([CH2:24][CH:25]2[CH2:26][CH2:27][CH2:28][CH2:29]2)[C:13]([NH:15][C:16]2[CH:21]=[N:20][C:19]([S:22]([CH3:23])=[O:32])=[CH:18][N:17]=2)=[O:14])[CH:5]=[CH:6][C:7]=1[S:8]([CH3:11])(=[O:10])=[O:9]. The catalyst class is: 30. (4) Reactant: [Cl:1][C:2]1[CH:3]=[C:4]([O:9][C:10]2[CH:15]=[CH:14][C:13]([S:16]([NH:19][C:20]3[CH:25]=[CH:24][C:23]([F:26])=[CH:22][N:21]=3)(=[O:18])=[O:17])=[CH:12][C:11]=2[C:27]#[N:28])[CH:5]=[N:6][C:7]=1F.[NH:29]1[CH2:32][CH2:31][CH2:30]1.C(=O)([O-])[O-].[K+].[K+]. Product: [N:29]1([C:7]2[N:6]=[CH:5][C:4]([O:9][C:10]3[CH:15]=[CH:14][C:13]([S:16]([NH:19][C:20]4[CH:25]=[CH:24][C:23]([F:26])=[CH:22][N:21]=4)(=[O:18])=[O:17])=[CH:12][C:11]=3[C:27]#[N:28])=[CH:3][C:2]=2[Cl:1])[CH2:32][CH2:31][CH2:30]1. The catalyst class is: 16.